From a dataset of Forward reaction prediction with 1.9M reactions from USPTO patents (1976-2016). Predict the product of the given reaction. (1) Given the reactants Br[C:2]1[S:6][C:5]([C:7]2[N:8]=[C:9]3[N:13]([C:14]=2[NH:15][C:16]([CH3:19])([CH3:18])[CH3:17])[CH:12]=[CH:11][S:10]3)=[N:4][CH:3]=1.[C:20]([C:22]1[CH:27]=[CH:26][CH:25]=[CH:24][N:23]=1)#[CH:21].CCN(CC)CC, predict the reaction product. The product is: [C:16]([NH:15][C:14]1[N:13]2[C:9]([S:10][CH:11]=[CH:12]2)=[N:8][C:7]=1[C:5]1[S:6][C:2]([C:21]#[C:20][C:22]2[CH:27]=[CH:26][CH:25]=[CH:24][N:23]=2)=[CH:3][N:4]=1)([CH3:19])([CH3:18])[CH3:17]. (2) Given the reactants [N:1]1([C:7]2[C:15]3[C:10](=[CH:11][CH:12]=[CH:13][CH:14]=3)[NH:9][CH:8]=2)[CH2:6][CH2:5][CH2:4][CH2:3][CH2:2]1.[F:16][C:17]1[CH:36]=[CH:35][C:20]([CH2:21][NH:22][C:23]([C:25]2[CH:30]=[CH:29][C:28]([S:31]([Cl:34])(=[O:33])=[O:32])=[CH:27][CH:26]=2)=[O:24])=[CH:19][C:18]=1[O:37][CH3:38], predict the reaction product. The product is: [ClH:34].[F:16][C:17]1[CH:36]=[CH:35][C:20]([CH2:21][NH:22][C:23](=[O:24])[C:25]2[CH:26]=[CH:27][C:28]([S:31]([N:9]3[C:10]4[C:15](=[CH:14][CH:13]=[CH:12][CH:11]=4)[C:7]([N:1]4[CH2:2][CH2:3][CH2:4][CH2:5][CH2:6]4)=[CH:8]3)(=[O:33])=[O:32])=[CH:29][CH:30]=2)=[CH:19][C:18]=1[O:37][CH3:38]. (3) Given the reactants F[C:2]1[CH:9]=[CH:8][C:7]([C:10]([F:13])([F:12])[F:11])=[CH:6][C:3]=1[CH:4]=[O:5].[CH:14]1([CH2:19][NH:20][CH2:21][CH3:22])[CH2:18][CH2:17][CH2:16][CH2:15]1.C(=O)([O-])[O-].[K+].[K+].O, predict the reaction product. The product is: [CH:14]1([CH2:19][N:20]([CH2:21][CH3:22])[C:2]2[CH:9]=[CH:8][C:7]([C:10]([F:13])([F:12])[F:11])=[CH:6][C:3]=2[CH:4]=[O:5])[CH2:18][CH2:17][CH2:16][CH2:15]1. (4) The product is: [NH2:1][C@@H:2]([C:13]([NH:15][C@H:16]([C:29]([NH:31][C@H:32]([C:36]([OH:38])=[O:37])[CH:33]([CH3:34])[CH3:35])=[O:30])[CH2:17][CH2:18][CH2:19][CH2:20][NH:21][C:22]([O:24][C:25]([CH3:28])([CH3:26])[CH3:27])=[O:23])=[O:14])[CH2:3][C:4]1[C:12]2[C:7](=[CH:8][CH:9]=[CH:10][CH:11]=2)[NH:6][CH:5]=1. Given the reactants [NH2:1][C@@H:2]([C:13]([NH:15][C@H:16]([C:29]([NH:31][C@H:32]([C:36]([O:38]C)=[O:37])[CH:33]([CH3:35])[CH3:34])=[O:30])[CH2:17][CH2:18][CH2:19][CH2:20][NH:21][C:22]([O:24][C:25]([CH3:28])([CH3:27])[CH3:26])=[O:23])=[O:14])[CH2:3][C:4]1[C:12]2[C:7](=[CH:8][CH:9]=[CH:10][CH:11]=2)[NH:6][CH:5]=1.[OH-].[Na+].Cl, predict the reaction product. (5) Given the reactants C(OC([O:6][C@@H:7]1C[C@H](O)[C@@H]([C@@H](CCC=CC)C(O)=O)[CH:8]1[CH2:22][CH2:23][C@@H:24]([O:33]C(OCC)C)[CH2:25][CH2:26][C:27]1[CH:32]=[CH:31][CH:30]=[CH:29][CH:28]=1)C)C.[OH2:39].P(=O)(O)(O)O.C[C:46]([O:49]C)([CH3:48])[CH3:47], predict the reaction product. The product is: [CH:30]1[CH:31]=[CH:32][C:27]([CH2:26][CH2:25][C@H:24]([OH:33])[CH2:23][CH2:22][C@@H:8]2[C@@H:47]([CH2:26]/[CH:25]=[CH:24]\[CH2:23][CH2:22][CH2:8][C:7]([OH:6])=[O:39])[C@@H:46]([OH:49])[CH2:48][C@H:7]2[OH:6])=[CH:28][CH:29]=1. (6) Given the reactants [CH3:1][O:2][C:3]1[CH:4]=[C:5]([CH:13]=[C:14]([N:19]=[N+]=[N-])[C:15]([O:17][CH3:18])=[O:16])[CH:6]=[C:7]([O:11][CH3:12])[C:8]=1[O:9][CH3:10], predict the reaction product. The product is: [CH3:1][O:2][C:3]1[CH:4]=[C:5]2[C:6](=[C:7]([O:11][CH3:12])[C:8]=1[O:9][CH3:10])[NH:19][C:14]([C:15]([O:17][CH3:18])=[O:16])=[CH:13]2. (7) Given the reactants [CH3:1][N:2]([CH3:32])[C:3]([C:5]1[N:26]([CH:27]2[CH2:31][CH2:30][CH2:29][CH2:28]2)[C:8]2[N:9]=[C:10]([NH:13][C:14]3[CH:19]=[CH:18][C:17]([N:20]4[CH2:25][CH2:24][NH:23][CH2:22][CH2:21]4)=[CH:16][N:15]=3)[N:11]=[CH:12][C:7]=2[CH:6]=1)=[O:4].Br[CH2:34][CH2:35][F:36], predict the reaction product. The product is: [CH3:1][N:2]([CH3:32])[C:3]([C:5]1[N:26]([CH:27]2[CH2:31][CH2:30][CH2:29][CH2:28]2)[C:8]2[N:9]=[C:10]([NH:13][C:14]3[CH:19]=[CH:18][C:17]([N:20]4[CH2:21][CH2:22][N:23]([CH2:34][CH2:35][F:36])[CH2:24][CH2:25]4)=[CH:16][N:15]=3)[N:11]=[CH:12][C:7]=2[CH:6]=1)=[O:4]. (8) Given the reactants [CH2:1]([C:3]1[CH:47]=[CH:46][CH:45]=[CH:44][C:4]=1[O:5][C:6]1[CH:11]=[CH:10][CH:9]=[CH:8][C:7]=1[C@:12]([C@@H:20]1[CH2:25][CH2:24][CH2:23][N:22]([C:26]([NH:28][C@H:29]([CH2:32][N:33](C)[C:34](OCC[Si](C)(C)C)=O)[CH2:30][OH:31])=[O:27])[CH2:21]1)([OH:19])[CH2:13][CH2:14][CH2:15][CH2:16][O:17][CH3:18])[CH3:2].[F-].C([N+](CC)(CC)CC)C, predict the reaction product. The product is: [CH2:1]([C:3]1[CH:47]=[CH:46][CH:45]=[CH:44][C:4]=1[O:5][C:6]1[CH:11]=[CH:10][CH:9]=[CH:8][C:7]=1[C@:12]([C@@H:20]1[CH2:25][CH2:24][CH2:23][N:22]([C:26]([NH:28][C@H:29]([CH2:32][NH:33][CH3:34])[CH2:30][OH:31])=[O:27])[CH2:21]1)([OH:19])[CH2:13][CH2:14][CH2:15][CH2:16][O:17][CH3:18])[CH3:2]. (9) Given the reactants Cl.[N:2]1[CH:7]=[CH:6][C:5]([N:8]2[CH2:37][CH2:36][C:11]3([CH2:16][CH2:15][N:14]([C:17]([C:19]4[CH:28]=[C:27]5[C:22]([CH2:23][CH2:24][N:25](C(OC(C)(C)C)=O)[CH2:26]5)=[CH:21][CH:20]=4)=[O:18])[CH2:13][CH2:12]3)[CH2:10][CH2:9]2)=[CH:4][CH:3]=1, predict the reaction product. The product is: [N:2]1[CH:3]=[CH:4][C:5]([N:8]2[CH2:37][CH2:36][C:11]3([CH2:12][CH2:13][N:14]([C:17]([C:19]4[CH:28]=[C:27]5[C:22]([CH2:23][CH2:24][NH:25][CH2:26]5)=[CH:21][CH:20]=4)=[O:18])[CH2:15][CH2:16]3)[CH2:10][CH2:9]2)=[CH:6][CH:7]=1.